From a dataset of Full USPTO retrosynthesis dataset with 1.9M reactions from patents (1976-2016). Predict the reactants needed to synthesize the given product. Given the product [Cl:1][C:2]1[N:7]=[CH:6][C:5]2[C:8]([N:15]3[CH2:18][CH:17]([C:19]([OH:22])([CH3:21])[CH3:20])[CH2:16]3)=[N:9][N:10]([CH:11]([CH2:13][CH3:23])[CH3:12])[C:4]=2[CH:3]=1, predict the reactants needed to synthesize it. The reactants are: [Cl:1][C:2]1[N:7]=[CH:6][C:5]2[C:8](I)=[N:9][N:10]([CH:11]([CH3:13])[CH3:12])[C:4]=2[CH:3]=1.[NH:15]1[CH2:18][CH:17]([C:19]([OH:22])([CH3:21])[CH3:20])[CH2:16]1.[C:23](=O)([O-])[O-].[K+].[K+].N1CCC[C@H]1C(O)=O.